From a dataset of Forward reaction prediction with 1.9M reactions from USPTO patents (1976-2016). Predict the product of the given reaction. The product is: [Br:17][C:18]1[CH:24]=[CH:23][C:21]([NH:22][C:7]2[CH2:6][C:5]([C:3]([O:2][CH3:1])=[O:4])=[C:11]([NH:22][C:21]3[CH:23]=[CH:24][C:18]([Br:17])=[CH:19][CH:20]=3)[CH2:10][C:9]=2[C:13]([O:15][CH3:16])=[O:14])=[CH:20][CH:19]=1. Given the reactants [CH3:1][O:2][C:3]([CH:5]1[C:11](=O)[CH2:10][CH:9]([C:13]([O:15][CH3:16])=[O:14])[C:7](=O)[CH2:6]1)=[O:4].[Br:17][C:18]1[CH:24]=[CH:23][C:21]([NH2:22])=[CH:20][CH:19]=1.Cl, predict the reaction product.